Dataset: Peptide-MHC class II binding affinity with 134,281 pairs from IEDB. Task: Regression. Given a peptide amino acid sequence and an MHC pseudo amino acid sequence, predict their binding affinity value. This is MHC class II binding data. (1) The peptide sequence is IAGYKTFDGRGAQVY. The MHC is HLA-DPA10301-DPB10402 with pseudo-sequence HLA-DPA10301-DPB10402. The binding affinity (normalized) is 0.0342. (2) The peptide sequence is AFKVAAKAANAAPAN. The MHC is DRB1_0802 with pseudo-sequence DRB1_0802. The binding affinity (normalized) is 0.572. (3) The peptide sequence is AVSMTGVMRGNHYAF. The MHC is HLA-DQA10201-DQB10402 with pseudo-sequence HLA-DQA10201-DQB10402. The binding affinity (normalized) is 0.600. (4) The peptide sequence is AKEVKYTVFETALKK. The MHC is HLA-DQA10301-DQB10302 with pseudo-sequence HLA-DQA10301-DQB10302. The binding affinity (normalized) is 0.0924. (5) The binding affinity (normalized) is 0.877. The peptide sequence is GEDADLYFARRFKYL. The MHC is DRB1_0101 with pseudo-sequence DRB1_0101. (6) The peptide sequence is EKKYFAATQFEPLAH. The MHC is HLA-DQA10101-DQB10501 with pseudo-sequence HLA-DQA10101-DQB10501. The binding affinity (normalized) is 0.494.